This data is from Peptide-MHC class II binding affinity with 134,281 pairs from IEDB. The task is: Regression. Given a peptide amino acid sequence and an MHC pseudo amino acid sequence, predict their binding affinity value. This is MHC class II binding data. (1) The peptide sequence is KKPFMKMNISVIMLLVS. The MHC is DRB1_0301 with pseudo-sequence DRB1_0301. The binding affinity (normalized) is 0.569. (2) The peptide sequence is IFIFRDSDDWLNKYS. The MHC is HLA-DQA10303-DQB10402 with pseudo-sequence HLA-DQA10303-DQB10402. The binding affinity (normalized) is 0.396. (3) The peptide sequence is QDVLLFTPASTEPQS. The MHC is DRB1_1201 with pseudo-sequence DRB1_1201. The binding affinity (normalized) is 0.0572. (4) The peptide sequence is ETDTYPDKLPFKN. The MHC is HLA-DQA10101-DQB10501 with pseudo-sequence HLA-DQA10101-DQB10501. The binding affinity (normalized) is 0.0858. (5) The peptide sequence is MERRFTSHLPVAQRG. The MHC is DRB3_0101 with pseudo-sequence DRB3_0101. The binding affinity (normalized) is 0.315.